Dataset: Reaction yield outcomes from USPTO patents with 853,638 reactions. Task: Predict the reaction yield, written as a fraction of the theoretical maximum amount of product (1.0 means a 100% yield; for example, 0.34 means a 34% yield). (1) The reactants are [F:1][C:2]1[C:10]([O:11][C:12]2[C:21]3[C:16](=[CH:17][C:18]([O:24][CH2:25][C@@H:26]4[CH2:30][CH2:29][CH2:28][NH:27]4)=[C:19]([O:22][CH3:23])[CH:20]=3)[N:15]=[CH:14][N:13]=2)=[CH:9][CH:8]=[C:7]2[C:3]=1[CH:4]=[C:5]([CH3:31])[NH:6]2.ClC(Cl)(Cl)[C:34]([N:36]=C=O)=[O:35]. The catalyst is N1C=CC=CC=1. The product is [C:34]([N:27]1[CH2:28][CH2:29][CH2:30][C@H:26]1[CH2:25][O:24][C:18]1[CH:17]=[C:16]2[C:21]([C:12]([O:11][C:10]3[C:2]([F:1])=[C:3]4[C:7](=[CH:8][CH:9]=3)[NH:6][C:5]([CH3:31])=[CH:4]4)=[N:13][CH:14]=[N:15]2)=[CH:20][C:19]=1[O:22][CH3:23])(=[O:35])[NH2:36]. The yield is 0.690. (2) The reactants are [NH:1]1[CH2:11][CH2:10][CH:4](C(OCC)=O)[CH2:3][CH2:2]1.[C:12](O[C:12]([O:14][C:15]([CH3:18])([CH3:17])[CH3:16])=[O:13])([O:14][C:15]([CH3:18])([CH3:17])[CH3:16])=[O:13]. The catalyst is O1CCCC1. The product is [C:12]([N:1]1[CH2:2][CH2:3][CH2:4][CH2:10][CH2:11]1)([O:14][C:15]([CH3:18])([CH3:17])[CH3:16])=[O:13]. The yield is 1.00. (3) The reactants are [OH:1][C:2]1[CH:9]=[CH:8][C:7]([N:10]2[CH:14]=[N:13][N:12]=[N:11]2)=[CH:6][C:3]=1[CH:4]=[O:5].[C:15](=O)([O-])[O-].[K+].[K+].IC.O. The catalyst is CN(C)C=O. The product is [CH3:15][O:1][C:2]1[CH:9]=[CH:8][C:7]([N:10]2[CH:14]=[N:13][N:12]=[N:11]2)=[CH:6][C:3]=1[CH:4]=[O:5]. The yield is 0.670. (4) The reactants are [C:1]([O:4][C@@H:5]1[C@@H:13]([C@@:14]2([CH3:34])[CH2:19][CH2:18][C@H:17]([O:20][C:21](=[O:23])[CH3:22])[CH2:16][C@@H:15]2[CH2:24][CH2:25][O:26][Si](C(C)(C)C)(C)C)[CH2:12][CH2:11][C@@:10]2([CH3:35])[C@H:6]1[CH2:7][CH2:8][C:9]2=[CH2:36])(=[O:3])[CH3:2].CCCC[N+](CCCC)(CCCC)CCCC.[F-]. The catalyst is C1COCC1. The product is [C:1]([O:4][C@@H:5]1[C@@H:13]([C@@:14]2([CH3:34])[CH2:19][CH2:18][C@H:17]([O:20][C:21](=[O:23])[CH3:22])[CH2:16][C@@H:15]2[CH2:24][CH2:25][OH:26])[CH2:12][CH2:11][C@@:10]2([CH3:35])[C@H:6]1[CH2:7][CH2:8][C:9]2=[CH2:36])(=[O:3])[CH3:2]. The yield is 0.970. (5) The reactants are [OH:1][CH2:2][CH:3]([CH2:6][OH:7])[CH2:4][OH:5].[C:8]1(=O)[CH2:13][CH2:12][CH2:11][CH2:10][CH2:9]1. No catalyst specified. The product is [O:1]1[C:8]2([CH2:13][CH2:12][CH2:11][CH2:10][CH2:9]2)[O:5][CH2:4][CH:3]([CH2:6][OH:7])[CH2:2]1. The yield is 0.650.